From a dataset of Peptide-MHC class II binding affinity with 134,281 pairs from IEDB. Regression. Given a peptide amino acid sequence and an MHC pseudo amino acid sequence, predict their binding affinity value. This is MHC class II binding data. (1) The peptide sequence is IMRIKKLTITGKGTL. The MHC is HLA-DQA10401-DQB10402 with pseudo-sequence HLA-DQA10401-DQB10402. The binding affinity (normalized) is 0. (2) The peptide sequence is AFKIAATAANAAPTN. The MHC is DRB3_0202 with pseudo-sequence DRB3_0202. The binding affinity (normalized) is 0.619. (3) The peptide sequence is FAVATITHAAELQRV. The MHC is DRB1_0101 with pseudo-sequence DRB1_0101. The binding affinity (normalized) is 0.672. (4) The peptide sequence is YTVDKSKPKVYQW. The MHC is H-2-IEd with pseudo-sequence H-2-IEd. The binding affinity (normalized) is 0. (5) The peptide sequence is VSLIAIIKGIVNLYK. The binding affinity (normalized) is 0.401. The MHC is DRB3_0101 with pseudo-sequence DRB3_0101. (6) The peptide sequence is RQGIFQTVGSGLDHI. The MHC is DRB4_0101 with pseudo-sequence DRB4_0103. The binding affinity (normalized) is 0.479.